The task is: Predict the reaction yield, written as a fraction of the theoretical maximum amount of product (1.0 means a 100% yield; for example, 0.34 means a 34% yield).. This data is from Reaction yield outcomes from USPTO patents with 853,638 reactions. (1) The reactants are [CH3:1][C:2]1[CH:10]=[C:6]([C:7]([OH:9])=O)[C:5]([OH:11])=[CH:4][CH:3]=1.[Cl:12][C:13]1[CH:14]=[C:15]([CH:17]=[C:18]([Cl:20])[CH:19]=1)[NH2:16]. No catalyst specified. The product is [Cl:12][C:13]1[CH:14]=[C:15]([NH:16][C:7](=[O:9])[C:6]2[CH:10]=[C:2]([CH3:1])[CH:3]=[CH:4][C:5]=2[OH:11])[CH:17]=[C:18]([Cl:20])[CH:19]=1. The yield is 0.710. (2) The reactants are [NH2:1][C:2]1[S:3][C:4]([C:7]2(O)[CH2:10][CH2:9][CH2:8]2)=[CH:5][N:6]=1. The catalyst is FC(F)(F)C(O)=O.[OH-].[OH-].[Pd+2]. The product is [CH:7]1([C:4]2[S:3][C:2]([NH2:1])=[N:6][CH:5]=2)[CH2:10][CH2:9][CH2:8]1. The yield is 0.600. (3) The reactants are [C:1]1([C:7]2[C:15]3[C:10](=[CH:11][CH:12]=[CH:13][CH:14]=3)[N:9]([S:16]([C:19]3[CH:27]=[CH:26][C:22]([C:23](O)=[O:24])=[CH:21][CH:20]=3)(=[O:18])=[O:17])[CH:8]=2)[CH:6]=[CH:5][CH:4]=[CH:3][CH:2]=1.[C:28]1([CH:34]2[CH2:37][CH2:36][NH:35]2)[CH:33]=[CH:32][CH:31]=[CH:30][CH:29]=1.C(N(CC)CC)C.N1(O[P+](N(C)C)(N(C)C)N(C)C)C2C=CC=CC=2N=N1. The catalyst is ClCCl. The product is [C:28]1([CH:34]2[CH2:37][CH2:36][N:35]2[C:23]([C:22]2[CH:21]=[CH:20][C:19]([S:16]([N:9]3[C:10]4[C:15](=[CH:14][CH:13]=[CH:12][CH:11]=4)[C:7]([C:1]4[CH:6]=[CH:5][CH:4]=[CH:3][CH:2]=4)=[CH:8]3)(=[O:18])=[O:17])=[CH:27][CH:26]=2)=[O:24])[CH:33]=[CH:32][CH:31]=[CH:30][CH:29]=1. The yield is 0.920. (4) The reactants are Br[C:2]1[C:10]2[C:5](=[CH:6][CH:7]=[C:8]([C:11]([NH2:13])=[O:12])[CH:9]=2)[N:4]([CH:14]2[CH2:19][CH2:18][CH2:17][CH2:16][O:15]2)[N:3]=1.[NH2:20][C:21]1[CH:22]=[C:23](B(O)O)[CH:24]=[CH:25][CH:26]=1.ClCCl.P([O-])([O-])([O-])=O.[K+].[K+].[K+]. The catalyst is COCCOC.C1(P(C2C=CC=CC=2)[C-]2C=CC=C2)C=CC=CC=1.[C-]1(P(C2C=CC=CC=2)C2C=CC=CC=2)C=CC=C1.[Fe+2]. The product is [NH2:20][C:21]1[CH:26]=[C:25]([C:2]2[C:10]3[C:5](=[CH:6][CH:7]=[C:8]([C:11]([NH2:13])=[O:12])[CH:9]=3)[N:4]([CH:14]3[CH2:19][CH2:18][CH2:17][CH2:16][O:15]3)[N:3]=2)[CH:24]=[CH:23][CH:22]=1. The yield is 0.880. (5) The reactants are [C:1]12([NH2:11])[CH2:10][CH:5]3[CH2:6][CH:7]([CH2:9][CH:3]([CH2:4]3)[CH2:2]1)[CH2:8]2.[CH:12]([C:14]1[CH:19]=[CH:18][C:17]([NH:20][C:21](=[O:23])[CH3:22])=[CH:16][CH:15]=1)=O. No catalyst specified. The product is [C:1]12([NH:11][CH2:12][C:14]3[CH:15]=[CH:16][C:17]([NH:20][C:21](=[O:23])[CH3:22])=[CH:18][CH:19]=3)[CH2:8][CH:7]3[CH2:6][CH:5]([CH2:4][CH:3]([CH2:9]3)[CH2:2]1)[CH2:10]2. The yield is 0.650. (6) The reactants are [F:1][C:2]([F:27])([F:26])[C:3]1[C:12]([O:13][C@H:14]2[CH2:19][CH2:18][C@@H:17]([C:20]([F:23])([F:22])[F:21])[CH2:16][CH2:15]2)=[CH:11][CH:10]=[C:9]2[C:4]=1[CH:5]=[CH:6][C:7](C=O)=[CH:8]2.IC1C(O[C@H]2CC[C@@H](C(F)(F)F)CC2)=CC=C2C=1C=CC(C)=[N:34]2. No catalyst specified. The product is [CH3:8][C:7]1[CH:6]=[CH:5][C:4]2[C:9](=[CH:10][CH:11]=[C:12]([O:13][C@H:14]3[CH2:15][CH2:16][C@@H:17]([C:20]([F:21])([F:22])[F:23])[CH2:18][CH2:19]3)[C:3]=2[C:2]([F:1])([F:26])[F:27])[N:34]=1. The yield is 0.400. (7) The reactants are [CH3:1][N:2]([CH3:17])[CH2:3][CH2:4][C:5]([NH:7][C:8]1[CH:13]=[CH:12][C:11]([N+:14]([O-])=O)=[CH:10][CH:9]=1)=[O:6].[H][H]. The catalyst is CO.[Pd]. The product is [NH2:14][C:11]1[CH:12]=[CH:13][C:8]([NH:7][C:5](=[O:6])[CH2:4][CH2:3][N:2]([CH3:17])[CH3:1])=[CH:9][CH:10]=1. The yield is 0.990. (8) The reactants are [CH3:1][N:2]([C:11]1[CH:12]=[CH:13][CH:14]=[C:15]2[C:19]=1[NH:18][C:17]([C:20]1[S:21][C:22]3([CH2:29][CH2:28][NH:27][CH2:26][CH2:25]3)[CH2:23][N:24]=1)=[CH:16]2)[S:3]([C:6]1[S:7][CH:8]=[CH:9][CH:10]=1)(=[O:5])=[O:4].Cl[CH2:31][C:32]([NH2:34])=[O:33].C(=O)([O-])[O-].[K+].[K+].CN(C)C=O. The catalyst is CCCCCC.O. The product is [CH3:1][N:2]([S:3]([C:6]1[S:7][CH:8]=[CH:9][CH:10]=1)(=[O:4])=[O:5])[C:11]1[CH:12]=[CH:13][CH:14]=[C:15]2[C:19]=1[NH:18][C:17]([C:20]1[S:21][C:22]3([CH2:29][CH2:28][N:27]([CH2:31][C:32]([NH2:34])=[O:33])[CH2:26][CH2:25]3)[CH2:23][N:24]=1)=[CH:16]2. The yield is 0.560.